From a dataset of Catalyst prediction with 721,799 reactions and 888 catalyst types from USPTO. Predict which catalyst facilitates the given reaction. (1) Reactant: [N+:1]([C:4]1[CH:9]=[CH:8][CH:7]=[CH:6][C:5]=1[O:10][C:11]1[CH:12]=[C:13]2[C:18](=[CH:19][CH:20]=1)[O:17][CH:16]([C:21]1[CH:26]=[CH:25][CH:24]=[CH:23][CH:22]=1)[CH2:15][CH2:14]2)([O-:3])=[O:2].OC1C=C2C(=CC=1)OC(C1C=CC=CC=1)CC2.[OH-].[K+].ClC1C=CC([C:53]([F:56])([F:55])[F:54])=CC=1[N+]([O-])=O. Product: [N+:1]([C:4]1[CH:9]=[C:8]([C:53]([F:56])([F:55])[F:54])[CH:7]=[CH:6][C:5]=1[O:10][C:11]1[CH:12]=[C:13]2[C:18](=[CH:19][CH:20]=1)[O:17][CH:16]([C:21]1[CH:26]=[CH:25][CH:24]=[CH:23][CH:22]=1)[CH2:15][CH2:14]2)([O-:3])=[O:2]. The catalyst class is: 16. (2) Reactant: Br[C:2]1[CH:7]=[CH:6][C:5]([CH2:8][CH2:9][O:10][CH2:11][CH2:12][OH:13])=[CH:4][CH:3]=1.[C:14]([Cu])#[N:15]. Product: [C:14]([C:2]1[CH:7]=[CH:6][C:5]([CH2:8][CH2:9][O:10][CH2:11][CH2:12][OH:13])=[CH:4][CH:3]=1)#[N:15]. The catalyst class is: 3. (3) Reactant: [NH2:1][CH:2]([C:7]1[CH:12]=[CH:11][CH:10]=[CH:9][CH:8]=1)[CH2:3][C:4](O)=[O:5].[H-].[H-].[H-].[H-].[Li+].[Al+3]. Product: [NH2:1][CH:2]([C:7]1[CH:12]=[CH:11][CH:10]=[CH:9][CH:8]=1)[CH2:3][CH2:4][OH:5]. The catalyst class is: 28. (4) Reactant: Cl[C:2]1[N:3]=[CH:4][C:5]2[S:10][CH:9]=[C:8]([C:11]([NH:13][C:14]3[S:15][C:16]4[C:17]([N:22]=3)=[N:18][CH:19]=[CH:20][CH:21]=4)=[O:12])[C:6]=2[N:7]=1.[NH2:23][C@@H:24]1[CH2:29][CH2:28][O:27][CH2:26][C@@H:25]1[NH:30][C:31](=[O:37])[O:32][C:33]([CH3:36])([CH3:35])[CH3:34].C(N(C(C)C)CC)(C)C. Product: [C:33]([O:32][C:31](=[O:37])[NH:30][C@@H:25]1[C@H:24]([NH:23][C:2]2[N:3]=[CH:4][C:5]3[S:10][CH:9]=[C:8]([C:11](=[O:12])[NH:13][C:14]4[S:15][C:16]5[C:17]([N:22]=4)=[N:18][CH:19]=[CH:20][CH:21]=5)[C:6]=3[N:7]=2)[CH2:29][CH2:28][O:27][CH2:26]1)([CH3:36])([CH3:34])[CH3:35]. The catalyst class is: 346. (5) Reactant: [C:1]([O:5][C:6]([N:8]1[CH2:13][CH2:12][N:11]([CH:14]([CH:21]2[CH2:26][CH2:25][CH2:24][CH2:23][CH2:22]2)[CH2:15][NH:16][CH2:17][CH:18]([CH3:20])[CH3:19])[CH2:10][CH2:9]1)=[O:7])([CH3:4])([CH3:3])[CH3:2].[CH3:27][S:28](Cl)(=[O:30])=[O:29]. Product: [C:1]([O:5][C:6]([N:8]1[CH2:9][CH2:10][N:11]([CH:14]([CH:21]2[CH2:22][CH2:23][CH2:24][CH2:25][CH2:26]2)[CH2:15][N:16]([CH2:17][CH:18]([CH3:20])[CH3:19])[S:28]([CH3:27])(=[O:30])=[O:29])[CH2:12][CH2:13]1)=[O:7])([CH3:3])([CH3:4])[CH3:2]. The catalyst class is: 2. (6) Reactant: [N+:1]([C:4]1[CH:10]=[C:9]([B:11]2[O:15][C:14]([CH3:17])([CH3:16])[C:13]([CH3:19])([CH3:18])[O:12]2)[CH:8]=[CH:7][C:5]=1[NH2:6])([O-])=O. Product: [CH3:16][C:14]1([CH3:17])[C:13]([CH3:18])([CH3:19])[O:12][B:11]([C:9]2[CH:10]=[C:4]([NH2:1])[C:5]([NH2:6])=[CH:7][CH:8]=2)[O:15]1. The catalyst class is: 78. (7) Reactant: [CH:1]([C:4]1[CH:9]=[CH:8][C:7]([C:10]2[C:15]([CH:16]([CH2:21][CH2:22][CH3:23])[C:17]([O:19]C)=[O:18])=[C:14]([CH3:24])[N:13]=[C:12]([C:25]3[CH:30]=[CH:29][CH:28]=[CH:27][CH:26]=3)[N:11]=2)=[CH:6][CH:5]=1)([CH3:3])[CH3:2].[OH-].[Na+]. Product: [CH:1]([C:4]1[CH:5]=[CH:6][C:7]([C:10]2[C:15]([CH:16]([CH2:21][CH2:22][CH3:23])[C:17]([OH:19])=[O:18])=[C:14]([CH3:24])[N:13]=[C:12]([C:25]3[CH:26]=[CH:27][CH:28]=[CH:29][CH:30]=3)[N:11]=2)=[CH:8][CH:9]=1)([CH3:2])[CH3:3]. The catalyst class is: 5. (8) Reactant: [Cl:1][C:2]1[CH:11]=[C:10]2[C:5]([CH2:6][CH:7]([CH2:19][OH:20])[N:8]([C:12]([O:14][C:15]([CH3:18])([CH3:17])[CH3:16])=[O:13])[CH2:9]2)=[CH:4][CH:3]=1.CC(OI1(OC(C)=O)(OC(C)=O)OC(=O)C2C=CC=CC1=2)=O. The catalyst class is: 2. Product: [Cl:1][C:2]1[CH:11]=[C:10]2[C:5]([CH2:6][CH:7]([CH:19]=[O:20])[N:8]([C:12]([O:14][C:15]([CH3:16])([CH3:17])[CH3:18])=[O:13])[CH2:9]2)=[CH:4][CH:3]=1. (9) Reactant: [NH2:1][C:2]1[CH:3]=[C:4]([S:8][CH2:9][CH2:10][CH2:11][CH2:12][CH2:13][C:14]([O:16][CH2:17][CH3:18])=[O:15])[CH:5]=[CH:6][CH:7]=1.O.[C:20](Cl)(Cl)=[S:21]. Product: [N:1]([C:2]1[CH:3]=[C:4]([S:8][CH2:9][CH2:10][CH2:11][CH2:12][CH2:13][C:14]([O:16][CH2:17][CH3:18])=[O:15])[CH:5]=[CH:6][CH:7]=1)=[C:20]=[S:21]. The catalyst class is: 4. (10) Reactant: [Cl:1][C:2]1[CH:9]=[C:8]([C:10]([F:13])([F:12])[F:11])[CH:7]=[CH:6][C:3]=1[C:4]#N.CC(C[AlH]CC(C)C)C.C(O)(=[O:25])C.O. Product: [Cl:1][C:2]1[CH:9]=[C:8]([C:10]([F:13])([F:12])[F:11])[CH:7]=[CH:6][C:3]=1[CH:4]=[O:25]. The catalyst class is: 11.